The task is: Predict which catalyst facilitates the given reaction.. This data is from Catalyst prediction with 721,799 reactions and 888 catalyst types from USPTO. Reactant: [C:1]1([S:7]([NH:10][C:11]2[CH:12]=[C:13]([C:19]3[S:23][C:22]([NH:24][C:25](=[O:27])[CH3:26])=[N:21][C:20]=3[CH2:28][N:29]3[CH2:34][CH2:33][N:32]([CH3:35])[CH2:31][CH2:30]3)[C:14](Br)=[N:15][C:16]=2[Cl:17])(=[O:9])=[O:8])[CH:6]=[CH:5][CH:4]=[CH:3][CH:2]=1.C([Li])(C)(C)C.[Cl-].[NH4+]. Product: [C:1]1([S:7]([NH:10][C:11]2[CH:12]=[C:13]([C:19]3[S:23][C:22]([NH:24][C:25](=[O:27])[CH3:26])=[N:21][C:20]=3[CH2:28][N:29]3[CH2:34][CH2:33][N:32]([CH3:35])[CH2:31][CH2:30]3)[CH:14]=[N:15][C:16]=2[Cl:17])(=[O:8])=[O:9])[CH:2]=[CH:3][CH:4]=[CH:5][CH:6]=1. The catalyst class is: 1.